From a dataset of Full USPTO retrosynthesis dataset with 1.9M reactions from patents (1976-2016). Predict the reactants needed to synthesize the given product. The reactants are: [CH3:1][C:2]1[C:7]([CH2:8]O)=[CH:6][CH:5]=[C:4]([C:10]2[CH:15]=[CH:14][C:13]([C:16]([F:19])([F:18])[F:17])=[CH:12][CH:11]=2)[N:3]=1.[C:20]1(=[O:30])[NH:24][C:23](=[O:25])[C:22]2=[CH:26][CH:27]=[CH:28][CH:29]=[C:21]12.C1(P(C2C=CC=CC=2)C2C=CC=CC=2)C=CC=CC=1.N(C(OC(C)(C)C)=O)=NC(OC(C)(C)C)=O. Given the product [CH3:1][C:2]1[C:7]([CH2:8][N:24]2[C:20](=[O:30])[C:21]3[C:22](=[CH:26][CH:27]=[CH:28][CH:29]=3)[C:23]2=[O:25])=[CH:6][CH:5]=[C:4]([C:10]2[CH:15]=[CH:14][C:13]([C:16]([F:19])([F:18])[F:17])=[CH:12][CH:11]=2)[N:3]=1, predict the reactants needed to synthesize it.